This data is from Reaction yield outcomes from USPTO patents with 853,638 reactions. The task is: Predict the reaction yield, written as a fraction of the theoretical maximum amount of product (1.0 means a 100% yield; for example, 0.34 means a 34% yield). (1) The reactants are [CH2:1]([N:3]1[C:7]2[CH:8]=[CH:9][C:10]([C:12]([OH:14])=O)=[CH:11][C:6]=2[N:5]=[N:4]1)[CH3:2].C1N=CN(C(N2C=NC=C2)=O)C=1.[CH2:27]([O:29][C:30](=[O:35])[CH2:31]C(O)=O)[CH3:28].[K].CCN(CC)CC.[Mg+2].[Cl-].[Cl-]. The catalyst is O1CCCC1.C(#N)C. The product is [CH2:1]([N:3]1[C:7]2[CH:8]=[CH:9][C:10]([C:12](=[O:14])[CH2:31][C:30]([O:29][CH2:27][CH3:28])=[O:35])=[CH:11][C:6]=2[N:5]=[N:4]1)[CH3:2]. The yield is 0.730. (2) The reactants are O[Li].O.C([O:6][C:7](=[O:25])[CH2:8][C:9]([NH:11][C:12]1[CH:17]=[CH:16][C:15]([N:18]2[CH:23]=[CH:22][CH:21]=[CH:20][C:19]2=[O:24])=[CH:14][CH:13]=1)=[O:10])C. The catalyst is CO.C1COCC1.O. The yield is 0.860. The product is [O:24]=[C:19]1[CH:20]=[CH:21][CH:22]=[CH:23][N:18]1[C:15]1[CH:14]=[CH:13][C:12]([NH:11][C:9](=[O:10])[CH2:8][C:7]([OH:25])=[O:6])=[CH:17][CH:16]=1. (3) The reactants are [CH:1]1([O:6][C:7]2[CH:12]=[CH:11][C:10]([CH2:13][C:14](Cl)=[N:15][OH:16])=[CH:9][CH:8]=2)[CH2:5][CH2:4][CH2:3][CH2:2]1.[C:18]([C:20]1[C:21]([NH2:27])=[N:22][C:23]([NH2:26])=[CH:24][CH:25]=1)#[CH:19].C(N(CC)CC)C. The catalyst is O1CCCC1. The product is [CH:1]1([O:6][C:7]2[CH:12]=[CH:11][C:10]([CH2:13][C:14]3[CH:19]=[C:18]([C:20]4[C:21]([NH2:27])=[N:22][C:23]([NH2:26])=[CH:24][CH:25]=4)[O:16][N:15]=3)=[CH:9][CH:8]=2)[CH2:5][CH2:4][CH2:3][CH2:2]1. The yield is 0.310. (4) The reactants are [C:1](N1C=CN=C1)(N1C=CN=C1)=[O:2].[OH:13][N:14]=[C:15]([C:17]1[CH:22]=[CH:21][CH:20]=[C:19]([C:23]2[CH:28]=[CH:27][C:26]([O:29][CH3:30])=[C:25]([CH:31]3[C:44]4[C:43](=[O:45])[CH2:42][C:41]([CH3:47])([CH3:46])[CH2:40][C:39]=4[O:38][C:37]4[CH2:36][C:35]([CH3:49])([CH3:48])[CH2:34][C:33](=[O:50])[C:32]3=4)[CH:24]=2)[N:18]=1)[NH2:16].N12CCCN=C1CCCCC2.[Cl-].[NH4+]. The catalyst is C1COCC1. The product is [CH3:30][O:29][C:26]1[CH:27]=[CH:28][C:23]([C:19]2[CH:20]=[CH:21][CH:22]=[C:17]([C:15]3[NH:16][C:1](=[O:2])[O:13][N:14]=3)[N:18]=2)=[CH:24][C:25]=1[CH:31]1[C:32]2[C:33](=[O:50])[CH2:34][C:35]([CH3:49])([CH3:48])[CH2:36][C:37]=2[O:38][C:39]2[CH2:40][C:41]([CH3:46])([CH3:47])[CH2:42][C:43](=[O:45])[C:44]1=2. The yield is 0.690. (5) The catalyst is C(Cl)Cl.C(O)CC. The yield is 0.990. The product is [F:49][C:48]([F:51])([F:50])[C:46]([OH:52])=[O:47].[NH2:7][C:8]([CH3:41])([CH3:40])[CH2:9][C:10]([N:12]1[CH2:17][CH2:16][CH:15]([C:18]2[CH:23]=[CH:22][C:21]([NH:24][C:25]([C:27]3[NH:28][CH:29]=[C:30]([C:32]#[N:33])[N:31]=3)=[O:26])=[C:20]([C:34]3[CH2:39][CH2:38][CH2:37][CH2:36][CH:35]=3)[CH:19]=2)[CH2:14][CH2:13]1)=[O:11]. The reactants are C(OC(=O)[NH:7][C:8]([CH3:41])([CH3:40])[CH2:9][C:10]([N:12]1[CH2:17][CH2:16][CH:15]([C:18]2[CH:23]=[CH:22][C:21]([NH:24][C:25]([C:27]3[NH:28][CH:29]=[C:30]([C:32]#[N:33])[N:31]=3)=[O:26])=[C:20]([C:34]3[CH2:39][CH2:38][CH2:37][CH2:36][CH:35]=3)[CH:19]=2)[CH2:14][CH2:13]1)=[O:11])(C)(C)C.CCO.[C:46]([OH:52])([C:48]([F:51])([F:50])[F:49])=[O:47]. (6) The reactants are [OH:1][C:2]([CH3:14])([CH3:13])[C:3]([O:5][CH2:6][C:7]1[CH:12]=[CH:11][CH:10]=[CH:9][CH:8]=1)=[O:4].N(C(OC(C)C)=O)=NC(OC(C)C)=O.[Cl:29][C:30]1[CH:35]=[CH:34][C:33]([C:36]([C:38]2[CH:43]=[CH:42][C:41](O)=[CH:40][CH:39]=2)=[O:37])=[CH:32][CH:31]=1.C1(P(C2C=CC=CC=2)C2C=CC=CC=2)C=CC=CC=1. The catalyst is C1(C)C=CC=CC=1.ClCl. The product is [Cl:29][C:30]1[CH:31]=[CH:32][C:33]([C:36]([C:38]2[CH:43]=[CH:42][C:41]([O:1][C:2]([CH3:14])([CH3:13])[C:3]([O:5][CH2:6][C:7]3[CH:12]=[CH:11][CH:10]=[CH:9][CH:8]=3)=[O:4])=[CH:40][CH:39]=2)=[O:37])=[CH:34][CH:35]=1. The yield is 0.440. (7) The reactants are F.F.F.C(N(CC)CC)C.C(N(CC)CC)C.[Si]([O:35][CH2:36][C@H:37]1[O:41][C@@H:40]([N:42]2[CH:49]=[C:48]([CH3:50])[C:46](=[O:47])[NH:45][C:43]2=[O:44])[C@H:39]([O:51][CH2:52][CH2:53][O:54][N:55]([CH3:57])[CH3:56])[C@@H:38]1[OH:58])(C(C)(C)C)(C1C=CC=CC=1)C1C=CC=CC=1.CO. The catalyst is C1COCC1.C(Cl)Cl. The product is [CH3:56][N:55]([CH3:57])[O:54][CH2:53][CH2:52][O:51][C@@H:39]1[C@H:38]([OH:58])[C@@H:37]([CH2:36][OH:35])[O:41][C@H:40]1[N:42]1[CH:49]=[C:48]([CH3:50])[C:46](=[O:47])[NH:45][C:43]1=[O:44]. The yield is 0.925.